Dataset: Full USPTO retrosynthesis dataset with 1.9M reactions from patents (1976-2016). Task: Predict the reactants needed to synthesize the given product. (1) Given the product [Br:1][C:2]1[CH:7]=[CH:6][C:5]([O:8][CH2:29][CH2:30][N:31]2[CH2:36][CH2:35][O:34][CH2:33][CH2:32]2)=[CH:4][CH:3]=1, predict the reactants needed to synthesize it. The reactants are: [Br:1][C:2]1[CH:7]=[CH:6][C:5]([OH:8])=[CH:4][CH:3]=1.C1(P(C2C=CC=CC=2)C2C=CC=CC=2)C=CC=CC=1.O[CH2:29][CH2:30][N:31]1[CH2:36][CH2:35][O:34][CH2:33][CH2:32]1.N(C(OC(C)C)=O)=NC(OC(C)C)=O.Cl. (2) Given the product [CH3:16][C:4]1([N+:1]([O-:3])=[O:2])[O:17][CH:5]1[C:6]1[CH:15]=[CH:14][C:9]([C:10]([O:12][CH3:13])=[O:11])=[CH:8][CH:7]=1, predict the reactants needed to synthesize it. The reactants are: [N+:1](/[C:4](/[CH3:16])=[CH:5]/[C:6]1[CH:15]=[CH:14][C:9]([C:10]([O:12][CH3:13])=[O:11])=[CH:8][CH:7]=1)([O-:3])=[O:2].[OH:17]O.[OH-].[Na+].Cl. (3) Given the product [C:26]1([N:23]2[C:22]3[CH:32]=[CH:33][C:19]([NH:18][C:2]4[C:11]5[C:6](=[CH:7][CH:8]=[CH:9][CH:10]=5)[C:5]([C:12]5[CH:17]=[CH:16][CH:15]=[CH:14][CH:13]=5)=[N:4][N:3]=4)=[CH:20][C:21]=3[N:25]=[CH:24]2)[CH:31]=[CH:30][CH:29]=[CH:28][CH:27]=1, predict the reactants needed to synthesize it. The reactants are: Cl[C:2]1[C:11]2[C:6](=[CH:7][CH:8]=[CH:9][CH:10]=2)[C:5]([C:12]2[CH:17]=[CH:16][CH:15]=[CH:14][CH:13]=2)=[N:4][N:3]=1.[NH2:18][C:19]1[CH:33]=[CH:32][C:22]2[N:23]([C:26]3[CH:31]=[CH:30][CH:29]=[CH:28][CH:27]=3)[CH:24]=[N:25][C:21]=2[CH:20]=1. (4) Given the product [I:1][C:2]([F:18])([F:17])[C:3]([F:16])([F:15])[O:4][C:5]([F:14])([F:13])[C:6]([F:12])([F:11])[S:7]([O-:24])(=[O:9])=[O:8].[C:41]1([S+:34]([C:28]2[CH:29]=[CH:30][CH:31]=[CH:32][CH:33]=2)[C:35]2[CH:40]=[CH:39][CH:38]=[CH:37][CH:36]=2)[CH:42]=[CH:43][CH:44]=[CH:45][CH:46]=1, predict the reactants needed to synthesize it. The reactants are: [I:1][C:2]([F:18])([F:17])[C:3]([F:16])([F:15])[O:4][C:5]([F:14])([F:13])[C:6]([F:12])([F:11])[S:7](F)(=[O:9])=[O:8].[OH-].[K+].C1C[O:24]CC1.O.[Br-].[C:28]1([S+:34]([C:41]2[CH:46]=[CH:45][CH:44]=[CH:43][CH:42]=2)[C:35]2[CH:40]=[CH:39][CH:38]=[CH:37][CH:36]=2)[CH:33]=[CH:32][CH:31]=[CH:30][CH:29]=1. (5) Given the product [CH3:22][C:16]1[CH:17]=[CH:18][CH:19]=[C:20]([CH3:21])[C:15]=1[CH2:14][O:13][C:4]1[C:5]2[N:6]([C:8]([CH3:12])=[C:9]([CH3:11])[N:10]=2)[CH:7]=[C:2]([C:30]2[C:25]([O:24][CH3:23])=[N:26][CH:27]=[CH:28][CH:29]=2)[CH:3]=1, predict the reactants needed to synthesize it. The reactants are: Br[C:2]1[CH:3]=[C:4]([O:13][CH2:14][C:15]2[C:20]([CH3:21])=[CH:19][CH:18]=[CH:17][C:16]=2[CH3:22])[C:5]2[N:6]([C:8]([CH3:12])=[C:9]([CH3:11])[N:10]=2)[CH:7]=1.[CH3:23][O:24][C:25]1[C:30](B(O)O)=[CH:29][CH:28]=[CH:27][N:26]=1.C(=O)([O-])[O-].[Na+].[Na+]. (6) Given the product [Br:1][C:2]1[C:11]2[C:6](=[CH:7][C:8]([C:12]3[N:13]=[C:14]([C:17]4[CH:22]=[CH:21][CH:20]=[CH:19][CH:18]=4)[S:15][CH:16]=3)=[CH:9][CH:10]=2)[CH:5]=[CH:4][C:3]=1[O:23][CH2:24][C:25]1[NH:29][N:28]=[N:27][N:26]=1, predict the reactants needed to synthesize it. The reactants are: [Br:1][C:2]1[C:11]2[C:6](=[CH:7][C:8]([C:12]3[N:13]=[C:14]([C:17]4[CH:22]=[CH:21][CH:20]=[CH:19][CH:18]=4)[S:15][CH:16]=3)=[CH:9][CH:10]=2)[CH:5]=[CH:4][C:3]=1[O:23][CH2:24][C:25]#[N:26].[N-:27]=[N+:28]=[N-:29].[Na+].[Cl-].[NH4+]. (7) Given the product [I:1][C:2]1[CH:3]=[C:4]2[C:9](=[CH:10][CH:11]=1)[N:8]([CH2:12][CH2:13][CH3:14])[CH:7]=[C:6]([C:15]([OH:17])=[O:16])[C:5]2=[O:20], predict the reactants needed to synthesize it. The reactants are: [I:1][C:2]1[CH:3]=[C:4]2[C:9](=[CH:10][CH:11]=1)[N:8]([CH2:12][CH2:13][CH3:14])[CH:7]=[C:6]([C:15]([O:17]CC)=[O:16])[C:5]2=[O:20].[OH-].[Na+].